This data is from Reaction yield outcomes from USPTO patents with 853,638 reactions. The task is: Predict the reaction yield, written as a fraction of the theoretical maximum amount of product (1.0 means a 100% yield; for example, 0.34 means a 34% yield). (1) The reactants are [N:1]1[CH:6]=[CH:5][CH:4]=[CH:3][C:2]=1[C:7]1[N:11]=[C:10]([C:12]2[CH:17]=[C:16]([F:18])[CH:15]=[C:14](Br)[CH:13]=2)[O:9][N:8]=1.B1([C:26]2[CH:31]=[CH:30][CH:29]=[N:28][CH:27]=2)OCCCO1.COCCOC.C(=O)([O-])[O-].[Na+].[Na+]. The catalyst is C(Cl)(Cl)Cl.C1C=CC([P]([Pd]([P](C2C=CC=CC=2)(C2C=CC=CC=2)C2C=CC=CC=2)([P](C2C=CC=CC=2)(C2C=CC=CC=2)C2C=CC=CC=2)[P](C2C=CC=CC=2)(C2C=CC=CC=2)C2C=CC=CC=2)(C2C=CC=CC=2)C2C=CC=CC=2)=CC=1. The product is [N:1]1[CH:6]=[CH:5][CH:4]=[CH:3][C:2]=1[C:7]1[N:11]=[C:10]([C:12]2[CH:13]=[C:14]([C:26]3[CH:27]=[N:28][CH:29]=[CH:30][CH:31]=3)[CH:15]=[C:16]([F:18])[CH:17]=2)[O:9][N:8]=1. The yield is 0.190. (2) The reactants are [C:1]([O:4][C:5]1[CH:15]=[CH:14][CH:13]=[C:7]2[C:8]([O:10][C:11](=[O:12])[C:6]=12)=O)(=[O:3])[CH3:2].FC(F)(F)C(O)=O.[NH2:23][CH:24]1[CH2:30][CH2:29][C:28](=[O:31])[NH:27][C:25]1=[O:26].CC([O-])=O.[Na+]. The yield is 0.660. The product is [O:10]=[C:8]1[C:7]2[C:6](=[C:5]([O:4][C:1](=[O:3])[CH3:2])[CH:15]=[CH:14][CH:13]=2)[C:11](=[O:12])[N:23]1[CH:24]1[CH2:30][CH2:29][C:28](=[O:31])[NH:27][C:25]1=[O:26]. The catalyst is C(O)(=O)C. (3) The reactants are [Cl-].O[NH3+:3].[C:4](=[O:7])([O-])[OH:5].[Na+].CS(C)=O.[CH2:13]([C:15]1[N:16]([C:40]2[CH:45]=[CH:44][C:43]([C:46]([O:49][CH3:50])([CH3:48])[CH3:47])=[CH:42][CH:41]=2)[C:17](=[O:39])[C:18]([CH2:24][C:25]2[CH:30]=[CH:29][C:28]([C:31]3[C:32]([C:37]#[N:38])=[CH:33][CH:34]=[CH:35][CH:36]=3)=[CH:27][CH:26]=2)=[C:19]([CH2:21][CH2:22][CH3:23])[N:20]=1)[CH3:14]. The catalyst is O. The product is [CH2:13]([C:15]1[N:16]([C:40]2[CH:41]=[CH:42][C:43]([C:46]([O:49][CH3:50])([CH3:48])[CH3:47])=[CH:44][CH:45]=2)[C:17](=[O:39])[C:18]([CH2:24][C:25]2[CH:30]=[CH:29][C:28]([C:31]3[CH:36]=[CH:35][CH:34]=[CH:33][C:32]=3[C:37]3[NH:3][C:4](=[O:7])[O:5][N:38]=3)=[CH:27][CH:26]=2)=[C:19]([CH2:21][CH2:22][CH3:23])[N:20]=1)[CH3:14]. The yield is 0.220. (4) The reactants are [NH2:1][C:2]1[S:6][C:5]([O:7][C:8]2[CH:9]=[C:10]([CH3:24])[C:11]3[C@@H:15]([CH2:16][C:17]([O:19]CC)=[O:18])[O:14][B:13]([OH:22])[C:12]=3[CH:23]=2)=[N:4][N:3]=1.C1COCC1.O[Li].O.Cl. The catalyst is O.CO. The product is [NH2:1][C:2]1[S:6][C:5]([O:7][C:8]2[CH:9]=[C:10]([CH3:24])[C:11]3[C@@H:15]([CH2:16][C:17]([OH:19])=[O:18])[O:14][B:13]([OH:22])[C:12]=3[CH:23]=2)=[N:4][N:3]=1. The yield is 0.760.